This data is from Full USPTO retrosynthesis dataset with 1.9M reactions from patents (1976-2016). The task is: Predict the reactants needed to synthesize the given product. (1) Given the product [CH3:1][C:2]1[O:6][N:5]=[C:4]([C:7]2[CH:8]=[CH:9][CH:10]=[CH:11][CH:12]=2)[C:3]=1[CH2:13][NH:14][C:15]1[CH:23]=[CH:22][C:18]([C:19]([NH:24][CH:25]2[CH2:30][CH2:29][O:28][CH2:27][CH2:26]2)=[O:21])=[CH:17][N:16]=1, predict the reactants needed to synthesize it. The reactants are: [CH3:1][C:2]1[O:6][N:5]=[C:4]([C:7]2[CH:12]=[CH:11][CH:10]=[CH:9][CH:8]=2)[C:3]=1[CH2:13][NH:14][C:15]1[CH:23]=[CH:22][C:18]([C:19]([OH:21])=O)=[CH:17][N:16]=1.[NH2:24][CH:25]1[CH2:30][CH2:29][O:28][CH2:27][CH2:26]1. (2) The reactants are: C(Cl)Cl.[N+:4]([C:7]1[CH:12]=[CH:11][CH:10]=[CH:9][C:8]=1B(O)O)([O-:6])=[O:5].[CH2:16]([O:23][C:24]1[CH:25]=[CH:26][C:27](Br)=[N:28][CH:29]=1)[C:17]1[CH:22]=[CH:21][CH:20]=[CH:19][CH:18]=1.C(=O)([O-])[O-].[K+].[K+]. Given the product [CH2:16]([O:23][C:24]1[CH:25]=[CH:26][C:27]([C:8]2[CH:9]=[CH:10][CH:11]=[CH:12][C:7]=2[N+:4]([O-:6])=[O:5])=[N:28][CH:29]=1)[C:17]1[CH:18]=[CH:19][CH:20]=[CH:21][CH:22]=1, predict the reactants needed to synthesize it. (3) Given the product [NH2:1][C:2]1[N:3]=[CH:4][C:5]2[CH2:11][N:10]([C:12]3[CH:13]=[C:14]([CH:18]=[CH:19][CH:20]=3)[C:15]([NH:61][C:60]3[CH:62]=[CH:63][C:57]([CH:54]([CH3:56])[CH3:55])=[CH:58][CH:59]=3)=[O:16])[CH2:9][CH2:8][C:6]=2[N:7]=1, predict the reactants needed to synthesize it. The reactants are: [NH2:1][C:2]1[N:3]=[CH:4][C:5]2[CH2:11][N:10]([C:12]3[CH:13]=[C:14]([CH:18]=[CH:19][CH:20]=3)[C:15](O)=[O:16])[CH2:9][CH2:8][C:6]=2[N:7]=1.C(N(CC)C(C)C)(C)C.CN(C(ON1N=NC2C=CC=CC1=2)=[N+](C)C)C.F[P-](F)(F)(F)(F)F.[CH:54]([C:57]1[CH:63]=[CH:62][C:60]([NH2:61])=[CH:59][CH:58]=1)([CH3:56])[CH3:55].C([O-])([O-])=O.[Na+].[Na+]. (4) Given the product [CH3:1][O:2][C:3](=[O:13])[C:4]1[CH:9]=[CH:8][C:7]([CH2:10][N:24]2[CH:28]=[C:27]([C:29]3[CH:34]=[CH:33][C:32]([Cl:35])=[CH:31][C:30]=3[Cl:36])[N:26]=[C:25]2/[CH:37]=[CH:38]/[C:39]2[CH:40]=[CH:41][C:42]([C:59]3[CH:58]=[CH:57][CH:56]=[C:55]([S:52]([CH3:51])(=[O:54])=[O:53])[CH:60]=3)=[CH:43][CH:44]=2)=[CH:6][C:5]=1[F:12], predict the reactants needed to synthesize it. The reactants are: [CH3:1][O:2][C:3](=[O:13])[C:4]1[CH:9]=[CH:8][C:7]([CH2:10]Br)=[CH:6][C:5]=1[F:12].COC(=O)C1C=CC(C[N:24]2[CH:28]=[C:27]([C:29]3[CH:34]=[CH:33][C:32]([Cl:35])=[CH:31][C:30]=3[Cl:36])[N:26]=[C:25]2/[CH:37]=[CH:38]/[C:39]2[CH:44]=[CH:43][C:42](Br)=[CH:41][CH:40]=2)=C(C(F)(F)F)C=1.[CH3:51][S:52]([C:55]1[CH:56]=[C:57](B(O)O)[CH:58]=[CH:59][CH:60]=1)(=[O:54])=[O:53]. (5) Given the product [CH3:39][NH:38][C:36]([C:32]1[CH:31]=[C:30]([O:29][C:28]2[CH:27]=[CH:26][C:25]([NH:11][C:9]([NH:8][C:5]3[CH:6]=[CH:7][C:2]([Cl:1])=[C:3]([C:13]([F:16])([F:15])[F:14])[CH:4]=3)=[O:10])=[CH:41][CH:40]=2)[CH:35]=[CH:34][N:33]=1)=[O:37], predict the reactants needed to synthesize it. The reactants are: [Cl:1][C:2]1[CH:7]=[CH:6][C:5]([NH:8][C:9]([NH:11]O)=[O:10])=[CH:4][C:3]=1[C:13]([F:16])([F:15])[F:14].C(N(CC)CC)C.N[C:25]1[CH:41]=[CH:40][C:28]([O:29][C:30]2[CH:35]=[CH:34][N:33]=[C:32]([C:36]([NH:38][CH3:39])=[O:37])[CH:31]=2)=[CH:27][CH:26]=1. (6) Given the product [C:1]([O:5][C:6]([N:8]1[CH2:12][CH2:11][CH:10]([C:13]2[CH:21]=[CH:20][C:19]([C:22]([O:24][CH3:25])=[O:23])=[C:18]3[C:14]=2[CH:15]=[CH:16][N:17]3[C:53]([O:55][C:56]([CH3:59])([CH3:58])[CH3:57])=[O:54])[CH2:9]1)=[O:7])([CH3:4])([CH3:3])[CH3:2], predict the reactants needed to synthesize it. The reactants are: [C:1]([O:5][C:6]([N:8]1[CH2:12][CH2:11][CH:10]([C:13]2[CH:21]=[CH:20][C:19]([C:22]([O:24][CH3:25])=[O:23])=[C:18]3[C:14]=2[CH:15]=[CH:16][NH:17]3)[CH2:9]1)=[O:7])([CH3:4])([CH3:3])[CH3:2].BrC1C=CC(C(OC)=O)=C2C=1C=CN2.CC1(C)C(C)(C)OB(C2CN([C:53]([O:55][C:56]([CH3:59])([CH3:58])[CH3:57])=[O:54])CC=2)O1.C(OC(OC(C)(C)C)=O)(OC(C)(C)C)=O. (7) Given the product [OH:32][C@H:38]([CH2:37][OH:29])[CH2:42][O:43][NH:7][C:5](=[O:6])[C:4]1[CH:8]=[CH:9][C:10]([F:11])=[C:2]([F:1])[C:3]=1[NH:12][C:13]1[CH:18]=[CH:17][C:16]([I:19])=[CH:15][C:14]=1[F:20], predict the reactants needed to synthesize it. The reactants are: [F:1][C:2]1[C:3]([NH:12][C:13]2[CH:18]=[CH:17][C:16]([I:19])=[CH:15][C:14]=2[F:20])=[C:4]([CH:8]=[CH:9][C:10]=1[F:11])[C:5]([NH2:7])=[O:6].CC1C=CC(S(O)(=O)=[O:29])=CC=1.[OH2:32].CCCC[CH2:37][CH3:38].C(Cl)Cl.[CH3:42][OH:43]. (8) Given the product [F:1][C@@H:2]1[CH2:6][C@@H:5]([C:7](=[O:30])[NH:8][CH2:9][C:10]2[CH:15]=[C:14]([C:40]3[S:41][C:42]([C:45]([F:48])([F:47])[F:46])=[CH:43][N:44]=3)[C:13]([F:29])=[CH:12][N:11]=2)[N:4]([C:31]([O:33][C:34]([CH3:35])([CH3:36])[CH3:37])=[O:32])[C@H:3]1[CH3:38], predict the reactants needed to synthesize it. The reactants are: [F:1][C@@H:2]1[CH2:6][C@@H:5]([C:7](=[O:30])[NH:8][CH2:9][C:10]2[CH:15]=[C:14]([Sn](CCCC)(CCCC)CCCC)[C:13]([F:29])=[CH:12][N:11]=2)[N:4]([C:31]([O:33][C:34]([CH3:37])([CH3:36])[CH3:35])=[O:32])[C@H:3]1[CH3:38].Br[C:40]1[S:41][C:42]([C:45]([F:48])([F:47])[F:46])=[CH:43][N:44]=1.[F-].[Cs+].C(P(C(C)(C)C)C(C)(C)C)(C)(C)C. (9) Given the product [Cl:16][C:13]1[CH:14]=[CH:15][C:10]([NH:9][C:7]([NH:6][C:4](=[O:5])[O:3][CH2:1][CH3:2])=[S:8])=[N:11][CH:12]=1, predict the reactants needed to synthesize it. The reactants are: [CH2:1]([O:3][C:4]([N:6]=[C:7]=[S:8])=[O:5])[CH3:2].[NH2:9][C:10]1[CH:15]=[CH:14][C:13]([Cl:16])=[CH:12][N:11]=1.C(OCC)(=O)C.